This data is from Forward reaction prediction with 1.9M reactions from USPTO patents (1976-2016). The task is: Predict the product of the given reaction. (1) Given the reactants C(OC([N:8]1[CH2:17][CH2:16][C:15]2[C:10](=[CH:11][CH:12]=[C:13]([O:18][C:19]3[CH:24]=[CH:23][C:22]([C:25](=[O:27])[NH2:26])=[CH:21][N:20]=3)[CH:14]=2)[CH2:9]1)=O)(C)(C)C.C(Cl)Cl.C(O)(C(F)(F)F)=O.C([O-])([O-])=O.[K+].[K+], predict the reaction product. The product is: [CH2:9]1[C:10]2[C:15](=[CH:14][C:13]([O:18][C:19]3[CH:24]=[CH:23][C:22]([C:25]([NH2:26])=[O:27])=[CH:21][N:20]=3)=[CH:12][CH:11]=2)[CH2:16][CH2:17][NH:8]1. (2) Given the reactants C(OC([N:8]1[CH2:13][CH2:12][CH:11]([C:14]2[CH:15]=[C:16]3[C:25](=[CH:26][C:27]=2[CH3:28])[O:24][CH2:23][C:22]2[N:17]3[CH:18]([CH3:30])[C:19](=[O:29])[NH:20][N:21]=2)[CH2:10][CH2:9]1)=O)(C)(C)C.[F:31][C:32]([F:37])([F:36])[C:33]([OH:35])=[O:34], predict the reaction product. The product is: [F:31][C:32]([F:37])([F:36])[C:33]([OH:35])=[O:34].[CH3:30][CH:18]1[N:17]2[C:22]([CH2:23][O:24][C:25]3[C:16]2=[CH:15][C:14]([CH:11]2[CH2:12][CH2:13][NH:8][CH2:9][CH2:10]2)=[C:27]([CH3:28])[CH:26]=3)=[N:21][NH:20][C:19]1=[O:29].